This data is from Forward reaction prediction with 1.9M reactions from USPTO patents (1976-2016). The task is: Predict the product of the given reaction. (1) The product is: [Cl:1][C:2]1[CH:3]=[CH:4][C:5]([O:12][CH2:13][CH2:14][S:21]([CH3:17])(=[O:23])=[O:20])=[C:6]([CH:11]=1)[C:7]([O:9][CH3:10])=[O:8]. Given the reactants [Cl:1][C:2]1[CH:3]=[CH:4][C:5]([O:12][CH2:13][CH2:14]SC)=[C:6]([CH:11]=1)[C:7]([O:9][CH3:10])=[O:8].[CH3:17]O.O[O:20][S:21]([O-:23])=O.[K+], predict the reaction product. (2) The product is: [Cl:12][C:13]1[CH:18]=[C:17](/[CH:8]=[CH:7]/[C:6]2[CH:9]=[CH:10][CH:11]=[C:4]([N+:1]([O-:3])=[O:2])[CH:5]=2)[CH:16]=[C:15]([Cl:20])[CH:14]=1. Given the reactants [N+:1]([C:4]1[CH:5]=[C:6]([CH:9]=[CH:10][CH:11]=1)[CH:7]=[CH2:8])([O-:3])=[O:2].[Cl:12][C:13]1[CH:18]=[C:17](I)[CH:16]=[C:15]([Cl:20])[CH:14]=1.C(=O)(O)[O-].[Na+], predict the reaction product. (3) Given the reactants CC(C)([O-])C.[K+].[F:7][C:8]1[CH:31]=[CH:30][CH:29]=[C:28]([F:32])[C:9]=1[CH2:10][O:11][C:12]1[C:13]2[N:14]([C:19]([C:23]3[CH:24]=[N:25][NH:26][CH:27]=3)=[C:20]([CH3:22])[N:21]=2)[CH:15]=[C:16]([CH3:18])[CH:17]=1.Br[CH2:34][CH2:35][CH2:36][C:37]#[N:38].[I-].[K+], predict the reaction product. The product is: [F:7][C:8]1[CH:31]=[CH:30][CH:29]=[C:28]([F:32])[C:9]=1[CH2:10][O:11][C:12]1[C:13]2[N:14]([C:19]([C:23]3[CH:27]=[N:26][N:25]([CH2:34][CH2:35][CH2:36][C:37]#[N:38])[CH:24]=3)=[C:20]([CH3:22])[N:21]=2)[CH:15]=[C:16]([CH3:18])[CH:17]=1. (4) Given the reactants F[P-](F)(F)(F)(F)F.N1(O[P+](N(C)C)(N(C)C)N(C)C)C2C=CC=CC=2N=N1.[Cl:28][C:29]1[CH:30]=[C:31]([C:36]2[CH:41]=[C:40]([C:42]([F:45])([F:44])[F:43])[N:39]3[N:46]=[C:47]([C:49](O)=[O:50])[CH:48]=[C:38]3[N:37]=2)[CH:32]=[CH:33][C:34]=1[Cl:35].[CH2:52]([NH2:59])[C:53]1[CH:58]=[CH:57][CH:56]=[CH:55][CH:54]=1.C(N(CC)CC)C, predict the reaction product. The product is: [CH2:52]([NH:59][C:49]([C:47]1[CH:48]=[C:38]2[N:37]=[C:36]([C:31]3[CH:32]=[CH:33][C:34]([Cl:35])=[C:29]([Cl:28])[CH:30]=3)[CH:41]=[C:40]([C:42]([F:45])([F:43])[F:44])[N:39]2[N:46]=1)=[O:50])[C:53]1[CH:58]=[CH:57][CH:56]=[CH:55][CH:54]=1. (5) Given the reactants C(O)C.C(O)(=O)C.[Cl:8][C:9]1[CH:28]=[C:27]([N:29]2[CH2:34][CH2:33][N:32]([C:35]3[CH:40]=[C:39]([CH3:41])[CH:38]=[CH:37][C:36]=3[CH3:42])[CH2:31][CH2:30]2)[C:26]([N+:43]([O-])=O)=[CH:25][C:10]=1[C:11]([NH:13][CH2:14][C:15]1[CH:20]=[CH:19][CH:18]=[C:17]([CH2:21][N:22]([CH3:24])[CH3:23])[CH:16]=1)=[O:12], predict the reaction product. The product is: [NH2:43][C:26]1[C:27]([N:29]2[CH2:30][CH2:31][N:32]([C:35]3[CH:40]=[C:39]([CH3:41])[CH:38]=[CH:37][C:36]=3[CH3:42])[CH2:33][CH2:34]2)=[CH:28][C:9]([Cl:8])=[C:10]([CH:25]=1)[C:11]([NH:13][CH2:14][C:15]1[CH:20]=[CH:19][CH:18]=[C:17]([CH2:21][N:22]([CH3:24])[CH3:23])[CH:16]=1)=[O:12]. (6) Given the reactants [CH3:1][O:2][C:3]([N:5]([C:26]1[CH:31]=[CH:30][CH:29]=[CH:28][CH:27]=1)[NH:6][C:7]([C:9]1[C:18]2[C:13](=[CH:14][CH:15]=[CH:16][CH:17]=2)[N:12]=[C:11]([C:19]2[CH:24]=[CH:23][CH:22]=[CH:21][CH:20]=2)[C:10]=1[OH:25])=[O:8])=[O:4].C([O-])([O-])=O.[K+].[K+].Cl.Cl[CH2:40][CH2:41][N:42]([CH3:44])[CH3:43].[I-].[Na+], predict the reaction product. The product is: [CH3:1][O:2][C:3]([N:5]([C:26]1[CH:31]=[CH:30][CH:29]=[CH:28][CH:27]=1)[NH:6][C:7]([C:9]1[C:18]2[C:13](=[CH:14][CH:15]=[CH:16][CH:17]=2)[N:12]=[C:11]([C:19]2[CH:20]=[CH:21][CH:22]=[CH:23][CH:24]=2)[C:10]=1[O:25][CH2:40][CH2:41][N:42]([CH3:44])[CH3:43])=[O:8])=[O:4]. (7) Given the reactants [NH2:1][CH2:2][CH2:3][CH2:4][CH2:5][N:6]1[CH2:11][CH2:10][CH:9]([C:12]2[CH:13]=[C:14]([NH:18][C:19](=[O:23])[CH:20]([CH3:22])[CH3:21])[CH:15]=[CH:16][CH:17]=2)[CH2:8][CH2:7]1.[F:24][C:25]1[CH:26]=[C:27]([CH:31]=[CH:32][C:33]=1[F:34])[C:28](Cl)=[O:29], predict the reaction product. The product is: [F:24][C:25]1[CH:26]=[C:27]([CH:31]=[CH:32][C:33]=1[F:34])[C:28]([NH:1][CH2:2][CH2:3][CH2:4][CH2:5][N:6]1[CH2:7][CH2:8][CH:9]([C:12]2[CH:17]=[CH:16][CH:15]=[C:14]([NH:18][C:19](=[O:23])[CH:20]([CH3:21])[CH3:22])[CH:13]=2)[CH2:10][CH2:11]1)=[O:29]. (8) Given the reactants C1(C)C=CC(S([CH2:10][N+:11]#[C-])(=O)=O)=CC=1.CC(C)([O-])C.[K+].[F:20][CH:21]([F:31])[O:22][C:23]1[CH:30]=[CH:29][CH:28]=[CH:27][C:24]=1[CH:25]=O.CO, predict the reaction product. The product is: [F:20][CH:21]([F:31])[O:22][C:23]1[CH:30]=[CH:29][CH:28]=[CH:27][C:24]=1[CH2:25][C:10]#[N:11]. (9) Given the reactants C([NH:5][S:6]([C:9]1[S:10][C:11]([C:14]2[CH:19]=[C:18]([C:20]3[CH:25]=[C:24]([C:26]4[CH:31]=[CH:30][C:29]([C:32]([F:35])([F:34])[F:33])=[C:28]([O:36][CH3:37])[CH:27]=4)[CH:23]=[C:22]([CH3:38])[N:21]=3)[CH:17]=[CH:16][N:15]=2)=[CH:12][CH:13]=1)(=[O:8])=[O:7])(C)(C)C.C(O)(C(F)(F)F)=O, predict the reaction product. The product is: [CH3:37][O:36][C:28]1[CH:27]=[C:26]([C:24]2[CH:23]=[C:22]([CH3:38])[N:21]=[C:20]([C:18]3[CH:17]=[CH:16][N:15]=[C:14]([C:11]4[S:10][C:9]([S:6]([NH2:5])(=[O:7])=[O:8])=[CH:13][CH:12]=4)[CH:19]=3)[CH:25]=2)[CH:31]=[CH:30][C:29]=1[C:32]([F:35])([F:33])[F:34].